Dataset: NCI-60 drug combinations with 297,098 pairs across 59 cell lines. Task: Regression. Given two drug SMILES strings and cell line genomic features, predict the synergy score measuring deviation from expected non-interaction effect. (1) Drug 1: C1=CC(=CC=C1CC(C(=O)O)N)N(CCCl)CCCl.Cl. Drug 2: C1CC(=O)NC(=O)C1N2C(=O)C3=CC=CC=C3C2=O. Cell line: NCI-H460. Synergy scores: CSS=19.9, Synergy_ZIP=2.71, Synergy_Bliss=4.22, Synergy_Loewe=-14.8, Synergy_HSA=2.87. (2) Drug 1: C1CN(CCN1C(=O)CCBr)C(=O)CCBr. Drug 2: N.N.Cl[Pt+2]Cl. Cell line: SK-MEL-28. Synergy scores: CSS=32.3, Synergy_ZIP=-1.78, Synergy_Bliss=1.08, Synergy_Loewe=-9.09, Synergy_HSA=1.19.